Dataset: Forward reaction prediction with 1.9M reactions from USPTO patents (1976-2016). Task: Predict the product of the given reaction. (1) Given the reactants O[CH:2]=[C:3]1[C:12]2([CH2:17][CH2:16][N:15]([C:18]([O:20][CH2:21][C:22]3[CH:27]=[CH:26][CH:25]=[CH:24][CH:23]=3)=[O:19])[CH2:14][CH2:13]2)[O:11][C:10]2[C:5](=[CH:6][CH:7]=[CH:8][CH:9]=2)[C:4]1=O.[NH2:29][NH2:30], predict the reaction product. The product is: [N:15]1([C:18]([O:20][CH2:21][C:22]2[CH:23]=[CH:24][CH:25]=[CH:26][CH:27]=2)=[O:19])[CH2:16][CH2:17][C:12]2([C:3]3[CH:2]=[N:30][NH:29][C:4]=3[C:5]3[CH:6]=[CH:7][CH:8]=[CH:9][C:10]=3[O:11]2)[CH2:13][CH2:14]1. (2) Given the reactants ClC1N=CC(S(NC2CCCC2)(=O)=O)=CC=1.C(Br)C=C.[Cl:21][C:22]1[N:27]=[CH:26][C:25]([S:28]([N:31]([C:35]2[CH:40]=[CH:39][CH:38]=[CH:37]C=2)[CH2:32][CH:33]=[CH2:34])(=[O:30])=[O:29])=[CH:24][CH:23]=1, predict the reaction product. The product is: [Cl:21][C:22]1[N:27]=[CH:26][C:25]([S:28]([N:31]([CH:35]2[CH2:40][CH2:39][CH2:38][CH2:37]2)[CH2:32][CH:33]=[CH2:34])(=[O:29])=[O:30])=[CH:24][CH:23]=1.